This data is from Full USPTO retrosynthesis dataset with 1.9M reactions from patents (1976-2016). The task is: Predict the reactants needed to synthesize the given product. (1) Given the product [F:17][C:12]1[C:11]2[CH:10]=[C:9]3[C:4]4[CH:3]=[C:2]([C:37]5[C:38]([N:40]([CH3:45])[S:41]([CH3:44])(=[O:43])=[O:42])=[CH:39][C:29]6[O:28][C:27]([C:24]7[CH:25]=[CH:26][C:21]([F:20])=[CH:22][CH:23]=7)=[C:31]([C:32]([NH:33][CH3:34])=[O:35])[C:30]=6[CH:36]=5)[N:19]=[N:18][C:5]=4[CH2:6][CH2:7][N:8]3[C:16]=2[CH:15]=[CH:14][CH:13]=1, predict the reactants needed to synthesize it. The reactants are: Cl[C:2]1[N:19]=[N:18][C:5]2[CH2:6][CH2:7][N:8]3[C:16]4[CH:15]=[CH:14][CH:13]=[C:12]([F:17])[C:11]=4[CH:10]=[C:9]3[C:4]=2[CH:3]=1.[F:20][C:21]1[CH:26]=[CH:25][C:24]([C:27]2[O:28][C:29]3[CH:39]=[C:38]([N:40]([CH3:45])[S:41]([CH3:44])(=[O:43])=[O:42])[C:37](B(O)O)=[CH:36][C:30]=3[C:31]=2[C:32](=[O:35])[NH:33][CH3:34])=[CH:23][CH:22]=1.[O-]P([O-])([O-])=O.[K+].[K+].[K+]. (2) Given the product [Cl:1][C:2]1[C:3]([CH3:36])=[CH:4][C:5]([O:6][CH2:7][CH2:8][CH2:9][C:10]2[C:18]3[C:13](=[C:14]([C:19]4[C:20]([CH3:26])=[N:21][N:22]([CH3:25])[C:23]=4[CH3:24])[CH:15]=[CH:16][CH:17]=3)[N:12]([CH2:27][CH2:28][C:29]([NH:46][S:43]([C:39]3[CH:38]=[N:37][CH:42]=[CH:41][CH:40]=3)(=[O:45])=[O:44])=[O:30])[C:11]=2[CH3:32])=[CH:33][C:34]=1[CH3:35], predict the reactants needed to synthesize it. The reactants are: [Cl:1][C:2]1[C:34]([CH3:35])=[CH:33][C:5]([O:6][CH2:7][CH2:8][CH2:9][C:10]2[C:18]3[C:13](=[C:14]([C:19]4[C:20]([CH3:26])=[N:21][N:22]([CH3:25])[C:23]=4[CH3:24])[CH:15]=[CH:16][CH:17]=3)[N:12]([CH2:27][CH2:28][C:29](O)=[O:30])[C:11]=2[CH3:32])=[CH:4][C:3]=1[CH3:36].[N:37]1[CH:42]=[CH:41][CH:40]=[C:39]([S:43]([NH2:46])(=[O:45])=[O:44])[CH:38]=1. (3) Given the product [CH2:12]([O:11][P:10]([CH:25]([NH:9][S:6]([C:2]1[S:1][CH:5]=[CH:4][CH:3]=1)(=[O:8])=[O:7])[CH2:24][C:18]1[CH:23]=[CH:22][CH:21]=[CH:20][CH:19]=1)(=[O:17])[O:14][CH2:15][CH3:16])[CH3:13], predict the reactants needed to synthesize it. The reactants are: [S:1]1[CH:5]=[CH:4][CH:3]=[C:2]1[S:6]([NH2:9])(=[O:8])=[O:7].[P:10]([O-:17])([O:14][CH2:15][CH3:16])[O:11][CH2:12][CH3:13].[C:18]1([CH2:24][CH:25]=O)[CH:23]=[CH:22][CH:21]=[CH:20][CH:19]=1. (4) Given the product [C:7]([N:9]1[CH2:14][CH:13]([CH3:15])[N:12]([CH2:16][C:17]2[CH:22]=[CH:21][C:20]([F:23])=[CH:19][CH:18]=2)[C:11](=[O:24])[CH2:10]1)(=[O:6])[CH3:25], predict the reactants needed to synthesize it. The reactants are: Cl.C([O:6][C:7]([N:9]1[CH2:14][CH:13]([CH3:15])[N:12]([CH2:16][C:17]2[CH:22]=[CH:21][C:20]([F:23])=[CH:19][CH:18]=2)[C:11](=[O:24])[CH2:10]1)=O)(C)(C)C.[CH:25](N(CC)C(C)C)(C)C.C(OC(=O)C)(=O)C. (5) The reactants are: [OH-].[Na+].[C:3]([NH:12][CH2:13][C:14]1[CH:15]=[C:16]([C:20]2[CH:25]=[CH:24][C:23]([CH:26]=[CH:27][C:28]([O:30]CC)=[O:29])=[CH:22][CH:21]=2)[CH:17]=[CH:18][CH:19]=1)(=[O:11])[CH2:4][CH2:5][CH2:6][CH2:7][CH2:8][CH2:9][CH3:10].O.C(O)(=O)C. Given the product [C:3]([NH:12][CH2:13][C:14]1[CH:15]=[C:16]([C:20]2[CH:21]=[CH:22][C:23]([CH:26]=[CH:27][C:28]([OH:30])=[O:29])=[CH:24][CH:25]=2)[CH:17]=[CH:18][CH:19]=1)(=[O:11])[CH2:4][CH2:5][CH2:6][CH2:7][CH2:8][CH2:9][CH3:10], predict the reactants needed to synthesize it. (6) Given the product [OH:1][C:2]1[CH:10]=[CH:9][C:5]2[N:6]=[CH:7][S:8][C:4]=2[C:3]=1[I:11], predict the reactants needed to synthesize it. The reactants are: [OH:1][C:2]1[CH:10]=[CH:9][C:5]2[N:6]=[CH:7][S:8][C:4]=2[CH:3]=1.[I:11]I.S([O-])([O-])=O.[Na+].[Na+].